This data is from Forward reaction prediction with 1.9M reactions from USPTO patents (1976-2016). The task is: Predict the product of the given reaction. (1) The product is: [ClH:1].[CH2:8]([C@H:12]1[NH:19][CH2:18][C:15]2([CH2:16][CH2:17]2)[N:14]([C:27]([O:29][CH2:30][C:31]2[CH:36]=[CH:35][CH:34]=[CH:33][CH:32]=2)=[O:28])[CH2:13]1)[CH:9]([CH3:11])[CH3:10]. Given the reactants [ClH:1].O1CCOCC1.[CH2:8]([C@H:12]1[N:19](C(OC(C)(C)C)=O)[CH2:18][C:15]2([CH2:17][CH2:16]2)[N:14]([C:27]([O:29][CH2:30][C:31]2[CH:36]=[CH:35][CH:34]=[CH:33][CH:32]=2)=[O:28])[CH2:13]1)[CH:9]([CH3:11])[CH3:10], predict the reaction product. (2) Given the reactants C(OC(=O)[NH:7][CH:8]1[CH2:13][CH2:12][CH:11]([NH:14][C:15]2[N:20]=[C:19]3[NH:21][N:22]=[C:23]([C:24]4[CH:29]=[CH:28][N:27]=[C:26]([NH:30][CH2:31][C:32]5[CH:37]=[CH:36][CH:35]=[C:34]([C:38]([F:41])([F:40])[F:39])[CH:33]=5)[N:25]=4)[C:18]3=[CH:17][N:16]=2)[CH2:10][CH2:9]1)(C)(C)C.Cl, predict the reaction product. The product is: [F:41][C:38]([F:39])([F:40])[C:34]1[CH:33]=[C:32]([CH:37]=[CH:36][CH:35]=1)[CH2:31][NH:30][C:26]1[N:25]=[C:24]([C:23]2[C:18]3[C:19](=[N:20][C:15]([NH:14][CH:11]4[CH2:10][CH2:9][CH:8]([NH2:7])[CH2:13][CH2:12]4)=[N:16][CH:17]=3)[NH:21][N:22]=2)[CH:29]=[CH:28][N:27]=1.